Dataset: Full USPTO retrosynthesis dataset with 1.9M reactions from patents (1976-2016). Task: Predict the reactants needed to synthesize the given product. (1) The reactants are: [Cl:1][C:2]1[CH:3]=[C:4]2[C:9](=[CH:10][CH:11]=1)[N:8]=[C:7]([C:12]#[N:13])[CH:6]=[CH:5]2.[NH2:14][OH:15].Cl.C([O-])(O)=O.[Na+]. Given the product [Cl:1][C:2]1[CH:3]=[C:4]2[C:9](=[CH:10][CH:11]=1)[N:8]=[C:7]([C:12](=[N:14][OH:15])[NH2:13])[CH:6]=[CH:5]2, predict the reactants needed to synthesize it. (2) Given the product [NH2:1][C:2]1[N:3]([CH3:24])[C:4](=[O:23])[C:5]2([C:15]3[C:10](=[CH:11][CH:12]=[C:13]([C:28]4[CH:29]=[CH:30][CH:31]=[CH:32][C:27]=4[C:25]#[N:26])[CH:14]=3)[O:9][CH:8]([C:17]3[CH:22]=[CH:21][CH:20]=[CH:19][CH:18]=3)[CH2:7]2)[N:6]=1, predict the reactants needed to synthesize it. The reactants are: [NH2:1][C:2]1[N:3]([CH3:24])[C:4](=[O:23])[C:5]2([C:15]3[C:10](=[CH:11][CH:12]=[C:13](Br)[CH:14]=3)[O:9][CH:8]([C:17]3[CH:22]=[CH:21][CH:20]=[CH:19][CH:18]=3)[CH2:7]2)[N:6]=1.[C:25]([C:27]1[CH:32]=[CH:31][CH:30]=[CH:29][C:28]=1B(O)O)#[N:26].